The task is: Predict which catalyst facilitates the given reaction.. This data is from Catalyst prediction with 721,799 reactions and 888 catalyst types from USPTO. (1) Reactant: [S:1]1[CH:5]=[CH:4][C:3]2[CH:6]=[CH:7][CH:8]=[CH:9][C:2]1=2.[Br:10]Br. Product: [Br:10][C:4]1[C:3]2[CH:6]=[CH:7][CH:8]=[CH:9][C:2]=2[S:1][CH:5]=1. The catalyst class is: 22. (2) Reactant: [O:1]=[S:2]1(=[O:28])[CH2:6][CH2:5][CH2:4][N:3]1[C:7]1[CH:12]=[CH:11][C:10]([C:13]2[N:14]([CH2:26][CH3:27])[C:15]3[C:20]([C:21]=2[C:22]#[N:23])=[CH:19][CH:18]=[C:17]([O:24]C)[CH:16]=3)=[CH:9][CH:8]=1.B(Br)(Br)Br. Product: [O:28]=[S:2]1(=[O:1])[CH2:6][CH2:5][CH2:4][N:3]1[C:7]1[CH:8]=[CH:9][C:10]([C:13]2[N:14]([CH2:26][CH3:27])[C:15]3[C:20]([C:21]=2[C:22]#[N:23])=[CH:19][CH:18]=[C:17]([OH:24])[CH:16]=3)=[CH:11][CH:12]=1. The catalyst class is: 2. (3) Reactant: Cl.Cl.Cl.[CH3:4][CH:5]([N:7]1[CH:11]=[N:10][N:9]=[C:8]1[CH:12]([NH2:14])[CH3:13])[CH3:6].[F:15][C:16]([F:26])([F:25])[C:17]1[CH:24]=[CH:23][C:20]([CH:21]=O)=[CH:19][N:18]=1.C([O-])([O-])=O.[K+].[K+].[BH4-].[Na+]. Product: [CH3:6][CH:5]([N:7]1[CH:11]=[N:10][N:9]=[C:8]1[CH:12]([NH:14][CH2:21][C:20]1[CH:19]=[N:18][C:17]([C:16]([F:26])([F:15])[F:25])=[CH:24][CH:23]=1)[CH3:13])[CH3:4]. The catalyst class is: 1. (4) Reactant: [NH2:1][CH:2]([CH2:7][C:8]1[CH:13]=[CH:12][C:11]([N+:14]([O-:16])=[O:15])=[CH:10][CH:9]=1)[C:3]([O:5][CH3:6])=[O:4].[OH-].[Na+].[CH3:19][C:20]([O:23][C:24](O[C:24]([O:23][C:20]([CH3:22])([CH3:21])[CH3:19])=[O:25])=[O:25])([CH3:22])[CH3:21].O. Product: [C:20]([O:23][C:24]([NH:1][CH:2]([CH2:7][C:8]1[CH:13]=[CH:12][C:11]([N+:14]([O-:16])=[O:15])=[CH:10][CH:9]=1)[C:3]([O:5][CH3:6])=[O:4])=[O:25])([CH3:22])([CH3:21])[CH3:19]. The catalyst class is: 1. (5) Reactant: C(OC(=O)[NH:7][C:8]1[CH:13]=[CH:12][C:11]([C:14]2[CH:19]=[CH:18][N:17]=[C:16]3[NH:20][CH:21]=[CH:22][C:15]=23)=[CH:10][CH:9]=1)(C)(C)C.Cl.O1CCOCC1. Product: [NH:20]1[C:16]2=[N:17][CH:18]=[CH:19][C:14]([C:11]3[CH:12]=[CH:13][C:8]([NH2:7])=[CH:9][CH:10]=3)=[C:15]2[CH:22]=[CH:21]1. The catalyst class is: 2. (6) Reactant: [OH:1][C:2]12[CH2:35][CH2:34][C@:33]3([CH3:36])[C:28](=[C:29]([CH3:37])[CH2:30][CH2:31][CH2:32]3)[C@@H:3]1[O:4][C:5](=[O:27])[CH:6]2[CH2:7][N:8]1[CH2:13][CH2:12][N:11]([CH2:14][C:15]2[CH:20]=[C:19]([O:21][CH3:22])[CH:18]=[C:17]([O:23][CH3:24])[C:16]=2[CH2:25][OH:26])[CH2:10][CH2:9]1.[C:38](OC(=O)C)(=[O:40])[CH3:39].N1C=CC=CC=1. Product: [C:38]([O:26][CH2:25][C:16]1[C:17]([O:23][CH3:24])=[CH:18][C:19]([O:21][CH3:22])=[CH:20][C:15]=1[CH2:14][N:11]1[CH2:12][CH2:13][N:8]([CH2:7][CH:6]2[C:5](=[O:27])[O:4][C@H:3]3[C:28]4[C@@:33]([CH3:36])([CH2:34][CH2:35][C:2]23[OH:1])[CH2:32][CH2:31][CH2:30][C:29]=4[CH3:37])[CH2:9][CH2:10]1)(=[O:40])[CH3:39]. The catalyst class is: 808. (7) Reactant: [OH:1][CH2:2][CH2:3][CH2:4][CH2:5][CH2:6][CH2:7][NH:8][C:9](=[O:15])[O:10][C:11]([CH3:14])([CH3:13])[CH3:12].CC(OI1(OC(C)=O)(OC(C)=O)OC(=O)C2C=CC=CC1=2)=O.C(=O)(O)[O-].[Na+].C(OCC)(=O)C. Product: [O:1]=[CH:2][CH2:3][CH2:4][CH2:5][CH2:6][CH2:7][NH:8][C:9](=[O:15])[O:10][C:11]([CH3:13])([CH3:12])[CH3:14]. The catalyst class is: 2. (8) Reactant: [Cl:1][C:2]1[CH:7]=[CH:6][C:5]([CH:8]2[CH2:13][CH2:12][CH2:11][NH:10][CH2:9]2)=[CH:4][CH:3]=1.C(Cl)CCl.C1C=CC2N(O)N=NC=2C=1.[F:28][C:29]1[CH:30]=[C:31]([CH:35]=[CH:36][N:37]=1)[C:32](O)=[O:33]. Product: [Cl:1][C:2]1[CH:3]=[CH:4][C:5]([CH:8]2[CH2:13][CH2:12][CH2:11][N:10]([C:32]([C:31]3[CH:35]=[CH:36][N:37]=[C:29]([F:28])[CH:30]=3)=[O:33])[CH2:9]2)=[CH:6][CH:7]=1. The catalyst class is: 2. (9) Reactant: [NH2:1][C:2]1[C:19]([C:20]#[CH:21])=[CH:18][C:5]([C:6]([N:8]=[S@@:9]([CH3:17])(=[O:16])[C:10]2[CH:15]=[CH:14][CH:13]=[CH:12][CH:11]=2)=[O:7])=[CH:4][N:3]=1.I[C:23]1[CH:24]=[C:25]([OH:29])[CH:26]=[CH:27][CH:28]=1.C(N(CC)CC)C.C1(P(C2C=CC=CC=2)C2C=CC=CC=2)C=CC=CC=1. Product: [NH2:1][C:2]1[C:19]([C:20]#[C:21][C:23]2[CH:28]=[CH:27][CH:26]=[C:25]([OH:29])[CH:24]=2)=[CH:18][C:5]([C:6]([N:8]=[S:9]([CH3:17])(=[O:16])[C:10]2[CH:15]=[CH:14][CH:13]=[CH:12][CH:11]=2)=[O:7])=[CH:4][N:3]=1. The catalyst class is: 538. (10) Reactant: [CH3:1][N:2]([CH3:25])[C:3]([C:5]1[CH:24]=[CH:23][C:8]([O:9][CH2:10]/[C:11](=[CH:21]\[F:22])/[CH2:12][NH:13]C(=O)OC(C)(C)C)=[CH:7][CH:6]=1)=[O:4].FC(F)(F)C(O)=O.[ClH:33]. Product: [ClH:33].[NH2:13][CH2:12]/[C:11](=[CH:21]/[F:22])/[CH2:10][O:9][C:8]1[CH:23]=[CH:24][C:5]([C:3]([N:2]([CH3:25])[CH3:1])=[O:4])=[CH:6][CH:7]=1. The catalyst class is: 2.